Dataset: Experimentally validated miRNA-target interactions with 360,000+ pairs, plus equal number of negative samples. Task: Binary Classification. Given a miRNA mature sequence and a target amino acid sequence, predict their likelihood of interaction. (1) The miRNA is hsa-miR-136-3p with sequence CAUCAUCGUCUCAAAUGAGUCU. The protein sequence of the target gene is MSRSAAASGGPRRPDQHLSPAPCGASGPPETFRTESDGAGTMNKLRQSLRRRKPAYVPEASRPHQWQADEDAVRKGTCSFPVRYLGHVEVEESRGMHVCEDAVKKLKAMGRKSVKSVLWVSADGLRVVDDKTKDLLVDQTIEKVSFCAPDRNLDKAFSYICRDGTTRRWICHCFLALKDSGERLSHAVGCAFAACLERKQRREKECGVTAAFDASRTSFAREGSFRLSGGGRPAEREAGDKKKAEAAAAPAVAPGPAQPGHVSPTPATTSPGEKGEAGTPVAAGTTAAAIPRRHAPLEQL.... Result: 0 (no interaction). (2) The miRNA is hsa-let-7a-5p with sequence UGAGGUAGUAGGUUGUAUAGUU. The protein sequence of the target gene is MMLSRAKPAVGRGVQHTDKRKKKGRKIPKLEELLSKRDFTGAITLLEFKRHVGEEEEDTNLWIGYCAFHLGDYKRALEEYENATKEENCNSEVWVNLACTYFFLGMYKQAEAAGFKASKSRLQNRLLFHLAHKFNDEKKLMSFHQNLQDVTEDQLSLASIHYMRSHYQEAIDIYKRILLDNREYLALNVYVALCYYKLDYYDVSQEVLAVYLQQIPDSTIALNLKACNHFRLYNGRAAEAELKSLMDNASSSFEFAKELIRHNLVVFRGGEGALQVLPPLVDVIPEARLNLVIYYLRQDD.... Result: 1 (interaction).